This data is from NCI-60 drug combinations with 297,098 pairs across 59 cell lines. The task is: Regression. Given two drug SMILES strings and cell line genomic features, predict the synergy score measuring deviation from expected non-interaction effect. (1) Drug 2: CS(=O)(=O)CCNCC1=CC=C(O1)C2=CC3=C(C=C2)N=CN=C3NC4=CC(=C(C=C4)OCC5=CC(=CC=C5)F)Cl. Synergy scores: CSS=-1.22, Synergy_ZIP=7.31, Synergy_Bliss=7.69, Synergy_Loewe=-0.894, Synergy_HSA=0.594. Cell line: HS 578T. Drug 1: CN1CCC(CC1)COC2=C(C=C3C(=C2)N=CN=C3NC4=C(C=C(C=C4)Br)F)OC. (2) Drug 1: CN(C)N=NC1=C(NC=N1)C(=O)N. Drug 2: CCC1(CC2CC(C3=C(CCN(C2)C1)C4=CC=CC=C4N3)(C5=C(C=C6C(=C5)C78CCN9C7C(C=CC9)(C(C(C8N6C)(C(=O)OC)O)OC(=O)C)CC)OC)C(=O)OC)O.OS(=O)(=O)O. Cell line: EKVX. Synergy scores: CSS=39.8, Synergy_ZIP=1.58, Synergy_Bliss=0.947, Synergy_Loewe=-43.0, Synergy_HSA=-0.199.